Task: Regression. Given a peptide amino acid sequence and an MHC pseudo amino acid sequence, predict their binding affinity value. This is MHC class II binding data.. Dataset: Peptide-MHC class II binding affinity with 134,281 pairs from IEDB (1) The peptide sequence is FKCDRGSISIVNN. The MHC is HLA-DPA10201-DPB10101 with pseudo-sequence HLA-DPA10201-DPB10101. The binding affinity (normalized) is 0.297. (2) The binding affinity (normalized) is 0.717. The MHC is DRB1_0401 with pseudo-sequence DRB1_0401. The peptide sequence is SQDLVLSWNLNGLQAY.